Dataset: Full USPTO retrosynthesis dataset with 1.9M reactions from patents (1976-2016). Task: Predict the reactants needed to synthesize the given product. Given the product [CH3:1][O:2][C:3](=[O:29])[CH2:4][O:5][C:6]1[CH:15]=[CH:14][C:13]([F:16])=[C:12]2[C:7]=1[C:8]([O:28][CH:42]([F:44])[F:43])=[C:9]([CH2:19][C:20]1[CH:25]=[CH:24][C:23]([Cl:26])=[CH:22][C:21]=1[F:27])[C:10]([CH2:17][CH3:18])=[N:11]2, predict the reactants needed to synthesize it. The reactants are: [CH3:1][O:2][C:3](=[O:29])[CH2:4][O:5][C:6]1[CH:15]=[CH:14][C:13]([F:16])=[C:12]2[C:7]=1[C:8](=[O:28])[C:9]([CH2:19][C:20]1[CH:25]=[CH:24][C:23]([Cl:26])=[CH:22][C:21]=1[F:27])=[C:10]([CH2:17][CH3:18])[NH:11]2.CN(C)C=O.C(=O)([O-])[O-].[K+].[K+].Cl[C:42](OC(=O)C)([F:44])[F:43].